Dataset: Reaction yield outcomes from USPTO patents with 853,638 reactions. Task: Predict the reaction yield, written as a fraction of the theoretical maximum amount of product (1.0 means a 100% yield; for example, 0.34 means a 34% yield). (1) The reactants are [CH3:1][C:2]1([CH3:16])[C:7]2[CH:8]=[C:9](B(O)O)[CH:10]=[CH:11][C:6]=2[NH:5][C:4](=[O:15])[O:3]1.C(=O)([O-])[O-].[Na+].[Na+].[Br-].[Li+].[C:25]([O:28][CH2:29][CH3:30])(=O)C. The catalyst is COCCOC.O.[Pd].C1(P(C2C=CC=CC=2)C2C=CC=CC=2)C=CC=CC=1.C1(P(C2C=CC=CC=2)C2C=CC=CC=2)C=CC=CC=1.C1(P(C2C=CC=CC=2)C2C=CC=CC=2)C=CC=CC=1.C1(P(C2C=CC=CC=2)C2C=CC=CC=2)C=CC=CC=1. The product is [CH3:1][C:2]1([CH3:16])[O:3][C:4](=[O:15])[NH:5][C:6]2[CH:11]=[CH:10][C:9]([C:1]3[CH:2]=[C:7]([CH:8]=[C:29]([O:28][CH3:25])[CH:30]=3)[C:6]#[N:5])=[CH:8][C:7]1=2. The yield is 0.530. (2) The yield is 0.520. The product is [Br:1][C:2]1[N:6]([CH3:7])[C:5]([CH2:8][N:38]2[CH:39]=[CH:40][N:41]=[C:37]2[CH3:36])=[N:4][CH:3]=1. The catalyst is C1COCC1.CN(C=O)C. The reactants are [Br:1][C:2]1[N:6]([CH3:7])[C:5]([CH2:8]O)=[N:4][CH:3]=1.BrC(Br)(Br)Br.C1(P(C2C=CC=CC=2)C2C=CC=CC=2)C=CC=CC=1.[H-].[Na+].[CH3:36][C:37]1[NH:38][CH:39]=[CH:40][N:41]=1. (3) The reactants are [H-].[Na+].[Cl:3][C:4]1[CH:9]=[C:8]([CH:10]2[CH2:15][CH2:14][C:13](=O)[CH2:12][CH2:11]2)[CH:7]=[CH:6][C:5]=1[NH:17][C:18](=[O:27])[O:19][CH2:20][C:21]1[CH:26]=[CH:25][CH:24]=[CH:23][CH:22]=1.[Cl-].[NH4+].[C:30]([O:33][CH2:34][CH3:35])(=[O:32])[CH3:31].[CH2:36]1COCC1. No catalyst specified. The product is [CH2:20]([O:19][C:18]([NH:17][C:5]1[CH:6]=[CH:7][C:8]([CH:10]2[CH2:15][CH2:14][C:13](=[C:31]([CH3:36])[C:30]([O:33][CH2:34][CH3:35])=[O:32])[CH2:12][CH2:11]2)=[CH:9][C:4]=1[Cl:3])=[O:27])[C:21]1[CH:26]=[CH:25][CH:24]=[CH:23][CH:22]=1. The yield is 0.690. (4) The catalyst is ClCCl. The reactants are C(Cl)(=O)C(Cl)=O.[OH:7][C:8]1[C:9]([CH3:17])=[C:10]([CH:14]=[CH:15][CH:16]=1)[C:11](O)=[O:12].C[N:19](C)C=O. The yield is 0.450. The product is [OH:7][C:8]1[C:9]([CH3:17])=[C:10]([CH:14]=[CH:15][CH:16]=1)[C:11]([NH2:19])=[O:12]. (5) The reactants are [CH:1]([NH:3][CH2:4][C:5]([O:7][C@H:8]([CH2:21][CH2:22][CH:23]=[CH2:24])[CH2:9][C@H:10]1[C@H:13]([CH2:14][CH2:15][CH2:16][CH2:17][CH2:18][CH3:19])[C:12](=[O:20])[O:11]1)=[O:6])=[O:2]. The catalyst is [Pd].C(Cl)Cl. The product is [CH:1]([NH:3][CH2:4][C:5]([O:7][C@H:8]([CH2:21][CH2:22][CH2:23][CH3:24])[CH2:9][C@H:10]1[C@H:13]([CH2:14][CH2:15][CH2:16][CH2:17][CH2:18][CH3:19])[C:12](=[O:20])[O:11]1)=[O:6])=[O:2]. The yield is 0.951. (6) The yield is 0.676. The reactants are Cl.C(OC([NH:12][C@@H:13]1[CH2:17][CH2:16][C@@:15]([CH2:19][NH:20][C:21]([O:23][C:24]([CH3:27])([CH3:26])[CH3:25])=[O:22])([CH3:18])[C:14]1([CH3:29])[CH3:28])=O)C1C=CC=CC=1. The catalyst is CO. The product is [NH2:12][C@@H:13]1[CH2:17][CH2:16][C@@:15]([CH2:19][NH:20][C:21](=[O:22])[O:23][C:24]([CH3:27])([CH3:26])[CH3:25])([CH3:18])[C:14]1([CH3:29])[CH3:28]. (7) The reactants are [Cl:1][C:2]1[CH:7]=[C:6]([Cl:8])[C:5]([S:9][CH2:10][C:11]([F:14])([F:13])[F:12])=[CH:4][C:3]=1[OH:15].ClC1C=CC=C(C(OO)=[O:24])C=1.S([O-])([O-])(=O)=S.[Na+].[Na+]. The catalyst is C(Cl)(Cl)Cl. The product is [Cl:1][C:2]1[CH:7]=[C:6]([Cl:8])[C:5]([S:9]([CH2:10][C:11]([F:12])([F:14])[F:13])=[O:24])=[CH:4][C:3]=1[OH:15]. The yield is 0.880. (8) The reactants are [NH:1]([C:3]([O:5][C:6]([CH3:9])([CH3:8])[CH3:7])=[O:4])[NH2:2].[F:10][C:11]([F:17])([F:16])[CH2:12][N:13]=[C:14]=[O:15].C1COCC1. The catalyst is C1C=CC=CC=1. The product is [F:10][C:11]([F:17])([F:16])[CH2:12][NH:13][C:14]([NH:2][NH:1][C:3]([O:5][C:6]([CH3:9])([CH3:8])[CH3:7])=[O:4])=[O:15]. The yield is 0.790. (9) The reactants are Br.Br[CH2:3][C:4]1[N:5]=[C:6]2[C:11](=[N:12][CH:13]=1)[N:10]=[C:9]([NH2:14])[N:8]=[C:7]2[NH2:15].[NH2:16][CH2:17][C:18]1[CH:23]=[CH:22][CH:21]=[CH:20][N:19]=1.C(=O)(O)[O-]. The catalyst is CN(C)C(=O)C. The product is [N:19]1[CH:20]=[CH:21][CH:22]=[CH:23][C:18]=1[CH2:17][NH:16][CH2:3][C:4]1[N:5]=[C:6]2[C:11](=[N:12][CH:13]=1)[N:10]=[C:9]([NH2:14])[N:8]=[C:7]2[NH2:15]. The yield is 0.570. (10) The reactants are [CH2:1]([NH2:8])[C:2]1[CH:7]=[CH:6][CH:5]=[CH:4][CH:3]=1.CO[CH:11]=[CH:12][C:13](=[O:15])[CH3:14]. The catalyst is C(Cl)(Cl)Cl. The product is [CH2:1]([NH:8][CH:11]=[CH:12][C:13](=[O:15])[CH3:14])[C:2]1[CH:7]=[CH:6][CH:5]=[CH:4][CH:3]=1. The yield is 0.700.